This data is from Full USPTO retrosynthesis dataset with 1.9M reactions from patents (1976-2016). The task is: Predict the reactants needed to synthesize the given product. Given the product [CH:13]1([CH2:16][O:17][C:18]2[CH:23]=[CH:22][C:21]([N:11]3[CH2:10][CH:9]([OH:8])[CH2:12]3)=[CH:20][CH:19]=2)[CH2:14][CH2:15]1, predict the reactants needed to synthesize it. The reactants are: [Si]([O:8][CH:9]1[CH2:12][NH:11][CH2:10]1)(C(C)(C)C)(C)C.[CH:13]1([CH2:16][O:17][C:18]2[CH:23]=[CH:22][C:21](I)=[CH:20][CH:19]=2)[CH2:15][CH2:14]1.CC([O-])(C)C.[Na+].O1CCOCC1.